Task: Binary Classification. Given a drug SMILES string, predict its activity (active/inactive) in a high-throughput screening assay against a specified biological target.. Dataset: Choline transporter screen with 302,306 compounds (1) The drug is S(=O)(=O)(N1CCOCC1)c1cc(S(=O)(=O)NCc2occc2)ccc1. The result is 0 (inactive). (2) The compound is O=C1N(NC(=O)C(O)c2ccccc2)C(=O)C2C1C1CC2C=C1. The result is 0 (inactive). (3) The compound is s1c(CC(=O)N(C(C(=O)NC2CCCC2)c2cc(OC)ccc2)CC2OCCC2)ccc1. The result is 0 (inactive). (4) The result is 0 (inactive). The drug is S(=O)(=O)(CC(=O)N1CCCc2c1cccc2)c1c2c(n(c1)C)cccc2. (5) The compound is O=c1n(CC(=O)c2ccc(OC)cc2)cnc2c1cccc2. The result is 0 (inactive). (6) The compound is s1c2c(C(=C3\CCN(CC3)C)/c3c(CC2=O)cccc3)cc1. The result is 0 (inactive). (7) The drug is Clc1cn2c(nc(CSCCC(OC)=O)c2)cc1. The result is 0 (inactive).